From a dataset of Reaction yield outcomes from USPTO patents with 853,638 reactions. Predict the reaction yield, written as a fraction of the theoretical maximum amount of product (1.0 means a 100% yield; for example, 0.34 means a 34% yield). The reactants are [N+:1]([C:4]1[CH:5]=[CH:6][C:7]([C:10]([OH:12])=[O:11])=[N:8][CH:9]=1)([O-:3])=[O:2].S(=O)(=O)(O)O.[C:18](=O)([O-])[O-].[Na+].[Na+]. The catalyst is CO. The product is [N+:1]([C:4]1[CH:5]=[CH:6][C:7]([C:10]([O:12][CH3:18])=[O:11])=[N:8][CH:9]=1)([O-:3])=[O:2]. The yield is 0.890.